Predict the product of the given reaction. From a dataset of Forward reaction prediction with 1.9M reactions from USPTO patents (1976-2016). (1) Given the reactants [NH2:1][C:2]1[CH:7]=[CH:6][C:5]([F:8])=[CH:4][C:3]=1[C:9]([C:11]1[CH:16]=[CH:15][CH:14]=[CH:13][CH:12]=1)=[O:10].[C:17](N1C=CN=C1)([N:19]1[CH:23]=[CH:22][N:21]=[CH:20]1)=[O:18], predict the reaction product. The product is: [C:9]([C:3]1[CH:4]=[C:5]([F:8])[CH:6]=[CH:7][C:2]=1[NH:1][C:17]([N:19]1[CH:23]=[CH:22][N:21]=[CH:20]1)=[O:18])(=[O:10])[C:11]1[CH:12]=[CH:13][CH:14]=[CH:15][CH:16]=1. (2) Given the reactants [Br:1][C:2]1[C:10]2[CH2:9][O:8][C:7](=[O:11])[C:6]=2[CH:5]=[CH:4][C:3]=1[CH:12]=[CH2:13].C1C=C(Cl)C=C(C(OO)=[O:22])C=1, predict the reaction product. The product is: [Br:1][C:2]1[C:10]2[CH2:9][O:8][C:7](=[O:11])[C:6]=2[CH:5]=[CH:4][C:3]=1[CH:12]1[CH2:13][O:22]1.